The task is: Regression. Given two drug SMILES strings and cell line genomic features, predict the synergy score measuring deviation from expected non-interaction effect.. This data is from NCI-60 drug combinations with 297,098 pairs across 59 cell lines. (1) Drug 1: CC1=C2C(C(=O)C3(C(CC4C(C3C(C(C2(C)C)(CC1OC(=O)C(C(C5=CC=CC=C5)NC(=O)OC(C)(C)C)O)O)OC(=O)C6=CC=CC=C6)(CO4)OC(=O)C)OC)C)OC. Drug 2: C1=C(C(=O)NC(=O)N1)F. Cell line: NCI/ADR-RES. Synergy scores: CSS=28.9, Synergy_ZIP=-7.76, Synergy_Bliss=-8.25, Synergy_Loewe=-5.65, Synergy_HSA=-5.78. (2) Drug 1: CN1C2=C(C=C(C=C2)N(CCCl)CCCl)N=C1CCCC(=O)O.Cl. Drug 2: C1=NC2=C(N1)C(=S)N=CN2. Cell line: A549. Synergy scores: CSS=19.8, Synergy_ZIP=-6.61, Synergy_Bliss=-2.19, Synergy_Loewe=-37.0, Synergy_HSA=-2.78.